From a dataset of hERG Central: cardiac toxicity at 1µM, 10µM, and general inhibition. Predict hERG channel inhibition at various concentrations. (1) The molecule is COc1ccc(Br)c(C(=O)N2CCN(S(=O)(=O)/C=C/c3ccccc3)CC2)c1. Results: hERG_inhib (hERG inhibition (general)): blocker. (2) The compound is CCOc1ccccc1OCCN1CCC(Cc2ccccc2)CC1.O=C(O)C(=O)O. Results: hERG_inhib (hERG inhibition (general)): blocker. (3) The molecule is CC1CCCCN1CCCNC(=O)c1nn(C)c2c1CSc1ccccc1-2. Results: hERG_inhib (hERG inhibition (general)): blocker.